This data is from Full USPTO retrosynthesis dataset with 1.9M reactions from patents (1976-2016). The task is: Predict the reactants needed to synthesize the given product. (1) Given the product [CH3:1][C:2]1[C:6]([C:7]2[CH:8]=[C:9]([C:19]([OH:20])([C:21]3[CH:26]=[CH:25][CH:24]=[CH:23][N:22]=3)[CH2:28][CH3:29])[C:10]3[NH:14][C:13](=[O:15])[NH:12][C:11]=3[CH:18]=2)=[C:5]([CH3:27])[O:4][N:3]=1, predict the reactants needed to synthesize it. The reactants are: [CH3:1][C:2]1[C:6]([C:7]2[CH:8]=[C:9]([C:19]([C:21]3[CH:26]=[CH:25][CH:24]=[CH:23][N:22]=3)=[O:20])[C:10]3[N:14]=[C:13]([O:15]CC)[NH:12][C:11]=3[CH:18]=2)=[C:5]([CH3:27])[O:4][N:3]=1.[CH2:28]([Mg]Br)[CH3:29].CCO.Cl.O1CCOCC1. (2) Given the product [CH3:1][O:2][C:3]([C:5]1[CH:10]=[CH:9][CH:8]=[CH:7][C:6]=1[B:11]1[O:13][CH2:23][CH2:22][N:18]([CH2:14][CH2:15][CH2:16][CH3:17])[CH2:19][CH2:20][O:12]1)=[O:4], predict the reactants needed to synthesize it. The reactants are: [CH3:1][O:2][C:3]([C:5]1[CH:10]=[CH:9][CH:8]=[CH:7][C:6]=1[B:11]([OH:13])[OH:12])=[O:4].[CH2:14]([N:18]([CH2:22][CH2:23]O)[CH2:19][CH2:20]O)[CH2:15][CH2:16][CH3:17]. (3) Given the product [Cl:17][C:18]1[CH:27]=[CH:26][C:25]2[CH2:24][N:23]([C:9]([O:11][C:12]([CH3:13])([CH3:14])[CH3:15])=[O:10])[CH2:22][CH2:21][C:20]=2[N:19]=1, predict the reactants needed to synthesize it. The reactants are: [C:9](O[C:9]([O:11][C:12]([CH3:15])([CH3:14])[CH3:13])=[O:10])([O:11][C:12]([CH3:15])([CH3:14])[CH3:13])=[O:10].Cl.[Cl:17][C:18]1[CH:27]=[CH:26][C:25]2[CH2:24][NH:23][CH2:22][CH2:21][C:20]=2[N:19]=1.CCN(CC)CC. (4) Given the product [Br:1][C:2]1[CH:11]=[C:10]2[C:5]([CH:6]=[CH:7][C:8]([C@H:12]([NH:14][C:15]([C@@H:17]3[CH2:22][CH2:21][CH2:20][N:19]([C:23](=[O:43])[C@@H:24]([NH:26][C:27](=[O:42])[C@@H:28]([N:32]4[CH2:36][CH2:35][C:34]([CH3:37])([CH:38]=[CH2:39])[C:33]4=[O:41])[CH:29]([CH3:31])[CH3:30])[CH3:25])[NH:18]3)=[O:16])[CH3:13])=[N:9]2)=[CH:4][CH:3]=1, predict the reactants needed to synthesize it. The reactants are: [Br:1][C:2]1[CH:11]=[C:10]2[C:5]([CH:6]=[CH:7][C:8]([C@H:12]([NH:14][C:15]([C@@H:17]3[CH2:22][CH2:21][CH2:20][N:19]([C:23](=[O:43])[C@@H:24]([NH:26][C:27](=[O:42])[C@@H:28]([NH:32][C:33](=[O:41])[C:34]([CH2:38][CH2:39]O)([CH3:37])[CH:35]=[CH2:36])[CH:29]([CH3:31])[CH3:30])[CH3:25])[NH:18]3)=[O:16])[CH3:13])=[N:9]2)=[CH:4][CH:3]=1.C1(C)C=CC(S(Cl)(=O)=O)=CC=1. (5) Given the product [C:14]([O:1][C:2]1[CH:10]=[CH:9][C:5]([C:6]([OH:8])=[O:7])=[CH:4][C:3]=1[N+:11]([O-:13])=[O:12])(=[O:16])[CH3:15], predict the reactants needed to synthesize it. The reactants are: [OH:1][C:2]1[CH:10]=[CH:9][C:5]([C:6]([OH:8])=[O:7])=[CH:4][C:3]=1[N+:11]([O-:13])=[O:12].[C:14](OC(=O)C)(=[O:16])[CH3:15]. (6) Given the product [I:36][CH:16]1[C:8]2[C:9](=[N:10][C:11]([CH3:13])=[CH:12][CH:7]=2)[N:14]([C:17]2[CH:22]=[CH:21][C:20]([O:23][C:24]([F:27])([F:26])[F:25])=[CH:19][C:18]=2[CH3:28])[CH2:15]1, predict the reactants needed to synthesize it. The reactants are: FC(F)(F)S(O[C:7]1[CH:12]=[C:11]([CH3:13])[N:10]=[C:9]2[N:14]([C:17]3[CH:22]=[CH:21][C:20]([O:23][C:24]([F:27])([F:26])[F:25])=[CH:19][C:18]=3[CH3:28])[CH2:15][CH2:16][C:8]=12)(=O)=O.CS(O)(=O)=O.[I-:36].[K+]. (7) Given the product [Cl:32][C:12]1[N:17]=[CH:16][C:15]([C:18]2[CH:19]=[C:20]([CH:26]=[CH:27][CH:28]=2)[C:21]([O:23][CH2:24][CH3:25])=[O:22])=[CH:14][C:13]=1[N+:29]([O-:31])=[O:30], predict the reactants needed to synthesize it. The reactants are: C(ON=O)(C)(C)C.C(#N)C.N[C:12]1[N:17]=[CH:16][C:15]([C:18]2[CH:19]=[C:20]([CH:26]=[CH:27][CH:28]=2)[C:21]([O:23][CH2:24][CH3:25])=[O:22])=[CH:14][C:13]=1[N+:29]([O-:31])=[O:30].[ClH:32].